This data is from Catalyst prediction with 721,799 reactions and 888 catalyst types from USPTO. The task is: Predict which catalyst facilitates the given reaction. Reactant: [C:1]([O-:9])(=[O:8])[C:2]1[CH:7]=[CH:6][CH:5]=[CH:4][CH:3]=1.[OH-].[K+]. Product: [CH:3]1[CH:4]=[CH:5][CH:6]=[CH:7][C:2]=1[C:1]([OH:9])=[O:8]. The catalyst class is: 5.